This data is from Peptide-MHC class II binding affinity with 134,281 pairs from IEDB. The task is: Regression. Given a peptide amino acid sequence and an MHC pseudo amino acid sequence, predict their binding affinity value. This is MHC class II binding data. The MHC is HLA-DQA10101-DQB10501 with pseudo-sequence HLA-DQA10101-DQB10501. The peptide sequence is LMCEIEGHHLASAAI. The binding affinity (normalized) is 0.206.